From a dataset of Reaction yield outcomes from USPTO patents with 853,638 reactions. Predict the reaction yield, written as a fraction of the theoretical maximum amount of product (1.0 means a 100% yield; for example, 0.34 means a 34% yield). (1) The reactants are Cl[C:2]1[N:7]=[CH:6][C:5]([C:8]([OH:10])=[O:9])=[CH:4][N:3]=1.[NH:11]1[CH:15]=[CH:14][CH:13]=[N:12]1.C(=O)([O-])[O-].[Cs+].[Cs+]. The catalyst is CN(C=O)C. The product is [N:11]1([C:2]2[N:7]=[CH:6][C:5]([C:8]([OH:10])=[O:9])=[CH:4][N:3]=2)[CH:15]=[CH:14][CH:13]=[N:12]1. The yield is 0.800. (2) The reactants are [CH3:1][N:2]([CH3:46])[C:3]([NH:5][C:6]1[CH:11]=[CH:10][C:9]([C:12]2[C:16]([C:17]3[CH:22]=[CH:21][N:20]=[C:19]4[NH:23][C:24]([C:26]5[CH:27]=[N:28][C:29]([N:32]6[CH2:37][CH2:36][N:35](C(OC(C)(C)C)=O)[CH2:34][CH2:33]6)=[N:30][CH:31]=5)=[CH:25][C:18]=34)=[CH:15][N:14]([CH3:45])[N:13]=2)=[CH:8][CH:7]=1)=[O:4].FC(F)(F)C(O)=O. The catalyst is ClCCl. The product is [CH3:1][N:2]([CH3:46])[C:3]([NH:5][C:6]1[CH:11]=[CH:10][C:9]([C:12]2[C:16]([C:17]3[CH:22]=[CH:21][N:20]=[C:19]4[NH:23][C:24]([C:26]5[CH:31]=[N:30][C:29]([N:32]6[CH2:37][CH2:36][NH:35][CH2:34][CH2:33]6)=[N:28][CH:27]=5)=[CH:25][C:18]=34)=[CH:15][N:14]([CH3:45])[N:13]=2)=[CH:8][CH:7]=1)=[O:4]. The yield is 0.430. (3) The reactants are C(Cl)(=O)C(Cl)=O.CS(C)=O.[C:11]([O:15][C:16]([N:18]1[CH2:22][CH2:21][CH:20]([O:23][Si:24]([C:27]([CH3:30])([CH3:29])[CH3:28])([CH3:26])[CH3:25])[CH:19]1[CH2:31][OH:32])=[O:17])([CH3:14])([CH3:13])[CH3:12]. The catalyst is C(Cl)Cl.Cl. The product is [C:11]([O:15][C:16]([N:18]1[CH2:22][CH2:21][CH:20]([O:23][Si:24]([C:27]([CH3:30])([CH3:29])[CH3:28])([CH3:26])[CH3:25])[CH:19]1[CH:31]=[O:32])=[O:17])([CH3:14])([CH3:13])[CH3:12]. The yield is 1.00. (4) The reactants are [Cl:1][C:2]1[CH:7]=[C:6]([F:8])[C:5]([NH:9][C:10]([NH:12][C:13]2[CH:18]=[CH:17][C:16]([F:19])=[C:15]([CH2:20][N:21]3[CH2:26][CH2:25][O:24][CH2:23][CH2:22]3)[CH:14]=2)=[O:11])=[CH:4][C:3]=1[C:27]1[C:28](=[O:42])[N:29]([CH2:40][CH3:41])[C:30]2[C:35]([CH:36]=1)=[CH:34][N:33]=[C:32]([NH:37][CH:38]=[O:39])[CH:31]=2.Cl. The catalyst is CC#N. The product is [ClH:1].[Cl:1][C:2]1[CH:7]=[C:6]([F:8])[C:5]([NH:9][C:10]([NH:12][C:13]2[CH:18]=[CH:17][C:16]([F:19])=[C:15]([CH2:20][N:21]3[CH2:26][CH2:25][O:24][CH2:23][CH2:22]3)[CH:14]=2)=[O:11])=[CH:4][C:3]=1[C:27]1[C:28](=[O:42])[N:29]([CH2:40][CH3:41])[C:30]2[C:35]([CH:36]=1)=[CH:34][N:33]=[C:32]([NH:37][CH:38]=[O:39])[CH:31]=2. The yield is 0.910. (5) The reactants are [CH3:1][NH:2][CH2:3][CH2:4][OH:5].[CH3:18][C:17]([O:16][C:14](O[C:14]([O:16][C:17]([CH3:20])([CH3:19])[CH3:18])=[O:15])=[O:15])([CH3:20])[CH3:19]. The catalyst is ClCCl.O. The product is [C:17]([O:16][C:14](=[O:15])[N:2]([CH2:3][CH2:4][OH:5])[CH3:1])([CH3:18])([CH3:19])[CH3:20]. The yield is 1.14. (6) The reactants are [F:1][C:2]1([F:23])[CH2:4][CH:3]1[CH2:5][N:6]1[CH2:10][CH2:9][N:8]([C:11]2[S:12][C:13]([C:17]([O:19]CC)=[O:18])=[C:14]([CH3:16])[N:15]=2)[C:7]1=[O:22].O.[OH-].[Li+].Cl. The catalyst is O1CCCC1.O. The product is [F:23][C:2]1([F:1])[CH2:4][CH:3]1[CH2:5][N:6]1[CH2:10][CH2:9][N:8]([C:11]2[S:12][C:13]([C:17]([OH:19])=[O:18])=[C:14]([CH3:16])[N:15]=2)[C:7]1=[O:22]. The yield is 0.680.